Predict which catalyst facilitates the given reaction. From a dataset of Catalyst prediction with 721,799 reactions and 888 catalyst types from USPTO. Reactant: [NH:1]1[C:9]2[C:4](=[CH:5][CH:6]=[CH:7][CH:8]=2)[C:3]([C:10]([O:12][CH3:13])=[O:11])=[N:2]1.CC(C)([O-])C.[K+].Cl[CH2:21][C:22]1[CH:26]=[C:25]([CH3:27])[O:24][N:23]=1. Product: [CH3:27][C:25]1[O:24][N:23]=[C:22]([CH2:21][N:1]2[C:9]3[C:4](=[CH:5][CH:6]=[CH:7][CH:8]=3)[C:3]([C:10]([O:12][CH3:13])=[O:11])=[N:2]2)[CH:26]=1. The catalyst class is: 1.